Dataset: Reaction yield outcomes from USPTO patents with 853,638 reactions. Task: Predict the reaction yield, written as a fraction of the theoretical maximum amount of product (1.0 means a 100% yield; for example, 0.34 means a 34% yield). (1) The reactants are C([Si](C)(C)[O:6][C:7]1[CH:8]=[C:9]([CH:23]=[CH:24][C:25]=1[O:26][CH3:27])[C:10]([C:12]1[CH:13]=[CH:14][C:15]([Cl:22])=[C:16]([S:18]([NH2:21])(=[O:20])=[O:19])[CH:17]=1)=[O:11])(C)(C)C.[F-].C([N+](CCCC)(CCCC)CCCC)CCC. The catalyst is O1CCCC1. The product is [Cl:22][C:15]1[CH:14]=[CH:13][C:12]([C:10](=[O:11])[C:9]2[CH:23]=[CH:24][C:25]([O:26][CH3:27])=[C:7]([OH:6])[CH:8]=2)=[CH:17][C:16]=1[S:18]([NH2:21])(=[O:20])=[O:19]. The yield is 0.490. (2) The reactants are [CH3:1][C:2]1[N:7]=[C:6]([C:8]([OH:10])=O)[CH:5]=[CH:4][CH:3]=1.[C:11]([C:14]1[C:19]([NH2:20])=[C:18]([CH3:21])[C:17]([O:22][CH3:23])=[CH:16][CH:15]=1)(=[O:13])[CH3:12].N1C=CC=CC=1.O=P(Cl)(Cl)Cl.[OH-].[Na+]. The catalyst is C(Cl)Cl.O. The product is [C:11]([C:14]1[C:19]([NH:20][C:8]([C:6]2[CH:5]=[CH:4][CH:3]=[C:2]([CH3:1])[N:7]=2)=[O:10])=[C:18]([CH3:21])[C:17]([O:22][CH3:23])=[CH:16][CH:15]=1)(=[O:13])[CH3:12]. The yield is 0.860. (3) The reactants are [I:1][C:2]1[C:10]2[C:5](=[N:6][CH:7]=[N:8][C:9]=2[NH2:11])[NH:4][N:3]=1.[C:12]([O:16][C:17]([N:19]1[CH2:24][CH2:23][CH2:22][C@H:21](O)[CH2:20]1)=[O:18])([CH3:15])([CH3:14])[CH3:13].C1(P(C2C=CC=CC=2)C2C=CC=CC=2)C=CC=CC=1.N(C(OC(C)C)=O)=NC(OC(C)C)=O. The catalyst is O1CCCC1. The product is [NH2:11][C:9]1[N:8]=[CH:7][N:6]=[C:5]2[N:4]([C@@H:23]3[CH2:22][CH2:21][CH2:20][N:19]([C:17]([O:16][C:12]([CH3:15])([CH3:14])[CH3:13])=[O:18])[CH2:24]3)[N:3]=[C:2]([I:1])[C:10]=12. The yield is 0.330.